This data is from Catalyst prediction with 721,799 reactions and 888 catalyst types from USPTO. The task is: Predict which catalyst facilitates the given reaction. (1) Reactant: [OH:1][N:2]1[CH2:7][CH2:6][O:5][CH2:4][CH2:3]1.[CH2:8]([Mg]Cl)[C:9]1[CH:14]=[CH:13][CH:12]=[CH:11][CH:10]=1.[Cl-].[NH4+]. Product: [CH2:8]([CH:3]1[CH2:4][O:5][CH2:6][CH2:7][N:2]1[OH:1])[C:9]1[CH:14]=[CH:13][CH:12]=[CH:11][CH:10]=1. The catalyst class is: 704. (2) Reactant: [Cl:1][C:2]1[C:11]2[C:6](=[CH:7][C:8]([OH:19])=[CH:9][C:10]=2[O:12][CH:13]2[CH2:18][CH2:17][O:16][CH2:15][CH2:14]2)[N:5]=[CH:4][N:3]=1.C1(P(C2C=CC=CC=2)C2C=CC=CC=2)C=CC=CC=1.[N:39]1([CH2:45][CH2:46][CH2:47]O)[CH2:44][CH2:43][O:42][CH2:41][CH2:40]1.CC(OC(/N=N/C(OC(C)C)=O)=O)C. Product: [Cl:1][C:2]1[C:11]2[C:6](=[CH:7][C:8]([O:19][CH2:47][CH2:46][CH2:45][N:39]3[CH2:44][CH2:43][O:42][CH2:41][CH2:40]3)=[CH:9][C:10]=2[O:12][CH:13]2[CH2:14][CH2:15][O:16][CH2:17][CH2:18]2)[N:5]=[CH:4][N:3]=1. The catalyst class is: 4. (3) Reactant: [CH3:1][O:2][C:3]1[N:8]=[CH:7][C:6]2[C:9](=[O:12])[CH2:10][CH2:11][C:5]=2[CH:4]=1.[BH4-].[Na+]. Product: [CH3:1][O:2][C:3]1[N:8]=[CH:7][C:6]2[CH:9]([OH:12])[CH2:10][CH2:11][C:5]=2[CH:4]=1. The catalyst class is: 5. (4) Product: [CH2:28]([C:23]1[CH:24]=[CH:25][CH:26]=[C:27]2[C:22]=1[NH:21][CH:20]=[C:19]2[CH:8]([C:9]1[CH:14]=[CH:13][C:12]([C:15]([F:18])([F:17])[F:16])=[CH:11][CH:10]=1)[CH2:7][CH2:6][C:30]#[N:31])[CH3:29]. The catalyst class is: 3. Reactant: CS(O[CH2:6][CH2:7][CH:8]([C:19]1[C:27]2[C:22](=[C:23]([CH2:28][CH3:29])[CH:24]=[CH:25][CH:26]=2)[NH:21][CH:20]=1)[C:9]1[CH:14]=[CH:13][C:12]([C:15]([F:18])([F:17])[F:16])=[CH:11][CH:10]=1)(=O)=O.[C-:30]#[N:31].[K+].C(OCC)(=O)C.O. (5) Reactant: C(N(CC)CC)C.[C:8]([O:11][CH2:12][CH2:13][CH2:14][C:15]1[CH:16]=[C:17]2[C:21](=[CH:22][CH:23]=1)[N:20](C(OC(C)(C)C)=O)[CH:19]=[C:18]2[CH:31]=[O:32])(=[O:10])[CH3:9].[F:33][C:34]1[CH:49]=[CH:48][C:37]([CH:38]=[N:39][C:40]2[CH:41]=[N:42][CH:43]=[C:44]([O:46][CH3:47])[CH:45]=2)=[CH:36][CH:35]=1. Product: [C:8]([O:11][CH2:12][CH2:13][CH2:14][C:15]1[CH:16]=[C:17]2[C:21](=[CH:22][CH:23]=1)[NH:20][CH:19]=[C:18]2[C:31](=[O:32])[CH:38]([C:37]1[CH:48]=[CH:49][C:34]([F:33])=[CH:35][CH:36]=1)[NH:39][C:40]1[CH:41]=[N:42][CH:43]=[C:44]([O:46][CH3:47])[CH:45]=1)(=[O:10])[CH3:9]. The catalyst class is: 433. (6) Reactant: ClC1N=C(NC(CCC2C=CC=CC=2)C[N:15]2[CH2:20][CH2:19][O:18][CH2:17][CH2:16]2)C2C(=CC=CC=2)N=1.N1C=CN2C=C(B(O)O)C=CC=12.[N:41]1[CH:42]=[CH:43][N:44]2[CH:49]=[C:48]([C:50]3[N:59]=[C:58]([NH:60][CH2:61][CH:62]([C:68]4[CH:73]=[CH:72][CH:71]=[CH:70][CH:69]=4)C4NC=CC=4)[C:57]4[C:52](=[CH:53][CH:54]=[CH:55][CH:56]=4)[N:51]=3)[CH:47]=[CH:46][C:45]=12. Product: [N:41]1[CH:42]=[CH:43][N:44]2[CH:49]=[C:48]([C:50]3[N:59]=[C:58]([NH:60][CH2:61][CH:62]([N:15]4[CH2:20][CH2:19][O:18][CH2:17][CH2:16]4)[C:68]4[CH:73]=[CH:72][CH:71]=[CH:70][CH:69]=4)[C:57]4[C:52](=[CH:53][CH:54]=[CH:55][CH:56]=4)[N:51]=3)[CH:47]=[CH:46][C:45]=12. The catalyst class is: 61.